From a dataset of Forward reaction prediction with 1.9M reactions from USPTO patents (1976-2016). Predict the product of the given reaction. Given the reactants [Cl:1][C:2]1[C:3]2[N:4]([C:16]([CH3:19])=[CH:17][CH:18]=2)[C:5]([C:8]([N:10]2[CH2:15][CH2:14][O:13][CH2:12][CH2:11]2)=[O:9])=[CH:6][N:7]=1.[Br:20][C:21]1[CH:22]=[C:23]([NH2:30])[C:24]2[O:28][CH2:27][CH2:26][C:25]=2[CH:29]=1, predict the reaction product. The product is: [ClH:1].[Br:20][C:21]1[CH:22]=[C:23]([NH:30][C:2]2[C:3]3[N:4]([C:16]([CH3:19])=[CH:17][CH:18]=3)[C:5]([C:8]([N:10]3[CH2:15][CH2:14][O:13][CH2:12][CH2:11]3)=[O:9])=[CH:6][N:7]=2)[C:24]2[O:28][CH2:27][CH2:26][C:25]=2[CH:29]=1.